Dataset: Experimentally validated miRNA-target interactions with 360,000+ pairs, plus equal number of negative samples. Task: Binary Classification. Given a miRNA mature sequence and a target amino acid sequence, predict their likelihood of interaction. (1) The miRNA is hsa-miR-922 with sequence GCAGCAGAGAAUAGGACUACGUC. The protein sequence of the target gene is MGLCTLQPLGPPRKSSTSCGTWTASGLPSLGHLPRRLRLAFDFLEPRARGQRGGSGGCQSTRAAERTRPPHPPNAVLLLQPEPSLTWAQGRGCRGHFRSLPAAASRSGSRTLRCASSDRSLREQKQRRAGPDPTPSPAPPPAGPRPSPGSLGPSAPAAPRTARGAYELQGGASQDGPGQAAVGATPTTGPGTGGEGALLGCGSGRTPPTSATWRRRLLPAEVPPGAAAANFPERERL. Result: 0 (no interaction). (2) The miRNA is bta-miR-145 with sequence GUCCAGUUUUCCCAGGAAUCCCU. The protein sequence of the target gene is MENFRKVRSEEAPAGCGAEGGGPGSGPFADLAPGAVHMRVKEGSKIRNLMAFATASMAQPATRAIVFSGCGRATTKTVTCAEILKRRLAGLHQVTRLRYRSVREVWQSLPPGPTQGQTPGEPAASLSVLKNVPGLAILLSKDALDPRQPGYQPPNPHPGPSSPPAAPASKRSLGEPAAGEGSAKRSQPEPGVADEDQTA. Result: 0 (no interaction).